From a dataset of Forward reaction prediction with 1.9M reactions from USPTO patents (1976-2016). Predict the product of the given reaction. (1) The product is: [C:10]([C:29]1[CH:30]=[CH:31][C:32]2[C:38]3[C:39]([O:47][CH3:48])=[C:40]([O:45][CH3:46])[C:41]([O:43][CH3:44])=[CH:42][C:37]=3[CH2:36][CH2:35][C@H:34]([NH:49][C:50](=[O:52])[CH3:51])[C:33]=2[CH:53]=1)(=[O:11])[NH2:8]. Given the reactants C(Cl)(=O)C(Cl)=O.C[N:8]([CH:10]=[O:11])C.C(OC(N[C@H](CCCCNC(OC(C)(C)C)=O)C(NCCC(O[C:29]1[CH:30]=[CH:31][C:32]2[C:38]3[C:39]([O:47][CH3:48])=[C:40]([O:45][CH3:46])[C:41]([O:43][CH3:44])=[CH:42][C:37]=3[CH2:36][CH2:35][C@H:34]([NH:49][C:50](=[O:52])[CH3:51])[C:33]=2[CH:53]=1)=O)=O)=O)(C)(C)C, predict the reaction product. (2) Given the reactants [NH2:1][C:2]1[CH:21]=[N:20][C:5]2[N:6]=[CH:7][N:8]([CH2:11][C:12]3[CH:17]=[CH:16][C:15]([Cl:18])=[C:14]([Cl:19])[CH:13]=3)[C:9](=[O:10])[C:4]=2[CH:3]=1.C(N(C(C)C)CC)(C)C.Cl[C:32]([O:34][CH2:35][C:36]1[CH:41]=[CH:40][CH:39]=[CH:38][CH:37]=1)=[O:33], predict the reaction product. The product is: [Cl:19][C:14]1[CH:13]=[C:12]([CH:17]=[CH:16][C:15]=1[Cl:18])[CH2:11][N:8]1[C:9](=[O:10])[C:4]2[CH:3]=[C:2]([NH:1][C:32](=[O:33])[O:34][CH2:35][C:36]3[CH:41]=[CH:40][CH:39]=[CH:38][CH:37]=3)[CH:21]=[N:20][C:5]=2[N:6]=[CH:7]1. (3) Given the reactants CC1(C)C(C)(C)OB([C:9]2[CH:10]=[CH:11][C:12]([O:15][CH:16]3[CH2:21][CH2:20][CH:19]([C:22]([O:24][CH2:25][CH3:26])=[O:23])[CH2:18][CH2:17]3)=[N:13][CH:14]=2)O1.[NH2:28][C:29]1[CH:30]=[CH:31][C:32](Br)=[N:33][CH:34]=1.C([O-])([O-])=O.[Na+].[Na+], predict the reaction product. The product is: [NH2:28][C:29]1[CH:30]=[CH:31][C:32]([C:9]2[CH:14]=[N:13][C:12]([O:15][CH:16]3[CH2:17][CH2:18][CH:19]([C:22]([O:24][CH2:25][CH3:26])=[O:23])[CH2:20][CH2:21]3)=[CH:11][CH:10]=2)=[N:33][CH:34]=1. (4) Given the reactants S(S([O-])=O)([O-])=O.[Na+].[Na+].C(=O)(O)[O-].[Na+].[Cl:14][C:15]([F:24])([F:23])[C:16]([F:22])(I)[C:17]([F:20])([F:19])[F:18].[CH2:25]([C:27]1[CH:33]=[CH:32][CH:31]=[CH:30][C:28]=1[NH2:29])[CH3:26], predict the reaction product. The product is: [Cl:14][C:15]([F:24])([F:23])[C:16]([C:32]1[CH:31]=[CH:30][C:28]([NH2:29])=[C:27]([CH2:25][CH3:26])[CH:33]=1)([F:22])[C:17]([F:20])([F:19])[F:18]. (5) Given the reactants [CH:1]1([N:4]([CH2:37][C:38]2[CH:43]=[C:42]([O:44][CH2:45][C:46]3[CH:51]=[CH:50][CH:49]=[CH:48][N+:47]=3[O-:52])[CH:41]=[C:40]([CH2:53][CH2:54][CH2:55][O:56][CH3:57])[CH:39]=2)[C:5](=[O:36])[CH:6]([CH2:16][C:17]2[CH:22]=[CH:21][C:20]([O:23][CH2:24][CH2:25][O:26][C:27]3[C:32]([Cl:33])=[CH:31][C:30]([CH3:34])=[CH:29][C:28]=3[Cl:35])=[CH:19][CH:18]=2)[CH2:7][NH:8]C(=O)OC(C)(C)C)[CH2:3][CH2:2]1.Cl, predict the reaction product. The product is: [NH2:8][CH2:7][CH:6]([CH2:16][C:17]1[CH:18]=[CH:19][C:20]([O:23][CH2:24][CH2:25][O:26][C:27]2[C:32]([Cl:33])=[CH:31][C:30]([CH3:34])=[CH:29][C:28]=2[Cl:35])=[CH:21][CH:22]=1)[C:5]([N:4]([CH:1]1[CH2:2][CH2:3]1)[CH2:37][C:38]1[CH:43]=[C:42]([O:44][CH2:45][C:46]2[CH:51]=[CH:50][CH:49]=[CH:48][N+:47]=2[O-:52])[CH:41]=[C:40]([CH2:53][CH2:54][CH2:55][O:56][CH3:57])[CH:39]=1)=[O:36]. (6) The product is: [N:11]1([CH2:10][C:2]2[N:3]([CH2:39][CH2:40][CH2:41][NH2:43])[C:4]3[CH:9]=[CH:8][CH:7]=[CH:6][C:5]=3[N:1]=2)[C@@H:24]2[C@@H:15]([CH2:16][CH2:17][C:18]3[C:23]2=[N:22][CH:21]=[CH:20][CH:19]=3)[CH2:14][CH2:13][CH2:12]1. Given the reactants [NH:1]1[C:5]2[CH:6]=[CH:7][CH:8]=[CH:9][C:4]=2[N:3]=[C:2]1[CH2:10][N:11]1[C@@H:24]2[C@@H:15]([CH2:16][CH2:17][C:18]3[C:23]2=[N:22][CH:21]=[CH:20][CH:19]=3)[CH2:14][CH2:13][CH2:12]1.C(N(C(C)C)CC)(C)C.BrCCCC1C=CC=[C:40]2[C:41]([NH:43]C(=O)[C:39]=12)=O.[I-].[K+], predict the reaction product. (7) Given the reactants [CH3:1][O:2][C:3]1[CH:10]=CC(NC)=C[CH:4]=1.[CH2:11]([N:13]([CH:17]([CH3:19])[CH3:18])[CH:14](C)C)C.ClC(Cl)([O:23]C(=O)OC(Cl)(Cl)Cl)Cl.Cl.[CH3:33][O:34][C:35]1[CH:40]=[CH:39][C:38]([C:41]([CH:43]2[CH2:48][CH2:47][NH:46][CH2:45][CH2:44]2)=[O:42])=[CH:37][C:36]=1[CH3:49], predict the reaction product. The product is: [CH3:1][O:2][C:3]1[CH:10]=[CH:19][C:17]([N:13]([CH3:11])[C:14]([N:46]2[CH2:47][CH2:48][CH:43]([C:41](=[O:42])[C:38]3[CH:39]=[CH:40][C:35]([O:34][CH3:33])=[C:36]([CH3:49])[CH:37]=3)[CH2:44][CH2:45]2)=[O:23])=[CH:18][CH:4]=1.